From a dataset of Catalyst prediction with 721,799 reactions and 888 catalyst types from USPTO. Predict which catalyst facilitates the given reaction. Reactant: [CH3:1][S:2]([OH:5])(=[O:4])=[O:3].[C:6]([C:8]1[CH:13]=[CH:12][C:11]([CH2:14][CH2:15][N:16]2[CH2:21][CH2:20][C:19]([CH2:23][N:24]([CH3:34])[C:25]3[CH:33]=[CH:32][C:28]([C:29]([OH:31])=[O:30])=[CH:27][CH:26]=3)([OH:22])[CH2:18][CH2:17]2)=[CH:10][CH:9]=1)#[N:7]. Product: [CH3:1][S:2]([OH:5])(=[O:4])=[O:3].[C:6]([C:8]1[CH:9]=[CH:10][C:11]([CH2:14][CH2:15][N:16]2[CH2:17][CH2:18][C:19]([CH2:23][N:24]([CH3:34])[C:25]3[CH:26]=[CH:27][C:28]([C:29]([OH:31])=[O:30])=[CH:32][CH:33]=3)([OH:22])[CH2:20][CH2:21]2)=[CH:12][CH:13]=1)#[N:7]. The catalyst class is: 6.